Predict the product of the given reaction. From a dataset of Forward reaction prediction with 1.9M reactions from USPTO patents (1976-2016). (1) Given the reactants Cl.[F:2][C:3]1[CH:8]=[CH:7][C:6]([S:9]([C:12](CC2C=CC(C3SC=CN=3)=CC=2)([NH2:24])[C:13]2[N:18]=[C:17]([NH:19][CH2:20][C:21]([OH:23])=[O:22])[CH:16]=[CH:15][CH:14]=2)(=[O:11])=[O:10])=[CH:5][CH:4]=1.Cl.N1C=CC=C(S(C(N[CH2:60][C:61]2[CH:66]=[CH:65][C:64]([C:67]3[S:68][CH:69]=[CH:70][N:71]=3)=[CH:63][CH:62]=2)C2N=C(NCC(O)=O)C=CC=2)(=O)=O)C=1, predict the reaction product. The product is: [F:2][C:3]1[CH:8]=[CH:7][C:6]([S:9]([CH:12]([NH:24][CH2:60][C:61]2[CH:62]=[CH:63][C:64]([C:67]3[S:68][CH:69]=[CH:70][N:71]=3)=[CH:65][CH:66]=2)[C:13]2[N:18]=[C:17]([NH:19][CH2:20][C:21]([OH:23])=[O:22])[CH:16]=[CH:15][CH:14]=2)(=[O:11])=[O:10])=[CH:5][CH:4]=1. (2) Given the reactants [NH2:1][C:2]1[CH:3]=[CH:4][C:5]([CH3:26])=[C:6]([C:8]([C:10]2[CH:15]=[CH:14][C:13]([NH:16][C:17]3[CH:22]=[CH:21][C:20]([F:23])=[CH:19][C:18]=3[F:24])=[CH:12][C:11]=2[Cl:25])=[O:9])[CH:7]=1.[CH2:27]([N:31]=[C:32]=[O:33])[CH2:28][CH2:29][CH3:30], predict the reaction product. The product is: [CH2:27]([NH:31][C:32]([NH:1][C:2]1[CH:3]=[CH:4][C:5]([CH3:26])=[C:6]([C:8](=[O:9])[C:10]2[CH:15]=[CH:14][C:13]([NH:16][C:17]3[CH:22]=[CH:21][C:20]([F:23])=[CH:19][C:18]=3[F:24])=[CH:12][C:11]=2[Cl:25])[CH:7]=1)=[O:33])[CH2:28][CH2:29][CH3:30]. (3) Given the reactants Br[C:2]1[CH:3]=[C:4]2[C:8](=[CH:9][CH:10]=1)[N:7]([C:11]([C:24]1[CH:29]=[CH:28][CH:27]=[CH:26][CH:25]=1)([C:18]1[CH:23]=[CH:22][CH:21]=[CH:20][CH:19]=1)[C:12]1[CH:17]=[CH:16][CH:15]=[CH:14][CH:13]=1)[N:6]=[C:5]2[C:30]1[CH:35]=[CH:34][N:33]=[CH:32][CH:31]=1.[B:36]1([B:36]2[O:40][C:39]([CH3:42])([CH3:41])[C:38]([CH3:44])([CH3:43])[O:37]2)[O:40][C:39]([CH3:42])([CH3:41])[C:38]([CH3:44])([CH3:43])[O:37]1.C([O-])(=O)C.[K+].CC(C1C=C(C(C)C)C(C2C=CC=CC=2P(C2CCCCC2)C2CCCCC2)=C(C(C)C)C=1)C, predict the reaction product. The product is: [N:33]1[CH:34]=[CH:35][C:30]([C:5]2[NH:6][N:7]([C:11]([C:18]3[CH:23]=[CH:22][CH:21]=[CH:20][CH:19]=3)([C:24]3[CH:25]=[CH:26][CH:27]=[CH:28][CH:29]=3)[C:12]3[CH:17]=[CH:16][CH:15]=[CH:14][CH:13]=3)[C:8]3[C:4]=2[CH2:3][C:2]([B:36]2[O:40][C:39]([CH3:42])([CH3:41])[C:38]([CH3:44])([CH3:43])[O:37]2)=[CH:10][CH:9]=3)=[CH:31][CH:32]=1.